Dataset: hERG potassium channel inhibition data for cardiac toxicity prediction from Karim et al.. Task: Regression/Classification. Given a drug SMILES string, predict its toxicity properties. Task type varies by dataset: regression for continuous values (e.g., LD50, hERG inhibition percentage) or binary classification for toxic/non-toxic outcomes (e.g., AMES mutagenicity, cardiotoxicity, hepatotoxicity). Dataset: herg_karim. The result is 0 (non-blocker). The molecule is N#Cc1ccc(Cn2cncc2C[N+]C2CCN(C(=O)c3cccnc3N)C2=O)cc1.